This data is from Full USPTO retrosynthesis dataset with 1.9M reactions from patents (1976-2016). The task is: Predict the reactants needed to synthesize the given product. (1) Given the product [Cl:1][C:2]1[C:34]([CH3:35])=[CH:33][C:5]([O:6][CH2:7][CH2:8][CH2:9][C:10]2[C:18]3[C:13](=[C:14]([C:19]4[C:20]([CH3:26])=[N:21][N:22]([CH3:25])[C:23]=4[CH3:24])[CH:15]=[CH:16][CH:17]=3)[N:12]([CH2:27][CH2:28][C:29]([NH:53][S:50]([C:47]3[CH:48]=[CH:49][C:44]([O:37][C:38]4[CH:39]=[CH:40][CH:41]=[CH:42][CH:43]=4)=[CH:45][CH:46]=3)(=[O:51])=[O:52])=[O:30])[C:11]=2[CH3:32])=[CH:4][C:3]=1[CH3:36], predict the reactants needed to synthesize it. The reactants are: [Cl:1][C:2]1[C:34]([CH3:35])=[CH:33][C:5]([O:6][CH2:7][CH2:8][CH2:9][C:10]2[C:18]3[C:13](=[C:14]([C:19]4[C:20]([CH3:26])=[N:21][N:22]([CH3:25])[C:23]=4[CH3:24])[CH:15]=[CH:16][CH:17]=3)[N:12]([CH2:27][CH2:28][C:29](O)=[O:30])[C:11]=2[CH3:32])=[CH:4][C:3]=1[CH3:36].[O:37]([C:44]1[CH:49]=[CH:48][C:47]([S:50]([NH2:53])(=[O:52])=[O:51])=[CH:46][CH:45]=1)[C:38]1[CH:43]=[CH:42][CH:41]=[CH:40][CH:39]=1. (2) Given the product [Br:32][CH2:10][C:9]#[C:8][C:5]1[CH:6]=[CH:7][C:2]([F:1])=[CH:3][CH:4]=1, predict the reactants needed to synthesize it. The reactants are: [F:1][C:2]1[CH:7]=[CH:6][C:5]([C:8]#[C:9][CH2:10]O)=[CH:4][CH:3]=1.C1(P(C2C=CC=CC=2)C2C=CC=CC=2)C=CC=CC=1.C(Br)(Br)(Br)[Br:32]. (3) Given the product [CH:11]([C:10]1[C:4]2[C:5](=[N:6][CH:7]=[C:2]([C:58]3[CH:57]=[C:56]([NH:78][C:80](=[O:81])[C:34]([CH3:40])([CH3:39])[CH3:35])[CH:61]=[N:60][CH:59]=3)[CH:3]=2)[N:8]([CH:13]2[CH2:26][CH2:31][CH2:30][CH2:29][O:52]2)[N:9]=1)=[O:12], predict the reactants needed to synthesize it. The reactants are: Br[C:2]1[CH:3]=[C:4]2[C:10]([CH:11]=[O:12])=[N:9][N:8]([C:13]([C:26]3[CH:31]=[CH:30][CH:29]=CC=3)(C3C=CC=CC=3)C3C=CC=CC=3)[C:5]2=[N:6][CH:7]=1.B1(B2OC(C)(C)C(C)(C)O2)O[C:35](C)(C)[C:34]([CH3:40])([CH3:39])O1.CC([O-])=[O:52].[K+].Br[C:56]1[CH:57]=[C:58]2C(C(OC)=O)=NN[C:59]2=[N:60][CH:61]=1.P([O-])([O-])([O-])=O.[K+].[K+].[K+].C[N:78]([CH:80]=[O:81])C. (4) Given the product [C:5]([O:9][C:10]([N:12]1[CH2:18][CH2:17][C:16]2=[N:25][NH:26][C:21](=[O:23])[CH2:20][CH:15]2[CH2:14][CH2:13]1)=[O:11])([CH3:8])([CH3:7])[CH3:6], predict the reactants needed to synthesize it. The reactants are: C(O)(=O)C.[C:5]([O:9][C:10]([N:12]1[CH2:18][CH2:17][C:16](=O)[CH:15]([CH2:20][C:21]([OH:23])=O)[CH2:14][CH2:13]1)=[O:11])([CH3:8])([CH3:7])[CH3:6].O.[NH2:25][NH2:26].